The task is: Predict the product of the given reaction.. This data is from Forward reaction prediction with 1.9M reactions from USPTO patents (1976-2016). (1) Given the reactants [CH3:1][O-:2].[Na+].Cl.[C:5](=[NH:9])([NH2:8])[CH2:6][CH3:7].[C:10]([C:12](=COCC)[C:13](OCC)=O)#[N:11].[CH2:22]([OH:24])[CH3:23], predict the reaction product. The product is: [NH2:9][C:5]1[C:6]([C:1]([O:24][CH2:22][CH3:23])=[O:2])=[CH:7][N:11]=[C:10]([CH2:12][CH3:13])[N:8]=1. (2) The product is: [C:15]([C:18]1[CH:27]=[C:22]([C:23]([O:25][CH3:26])=[O:24])[C:21]([Cl:28])=[C:20]2[C:19]=1[NH:31][CH:30]=[CH:29]2)(=[O:17])[CH3:16]. Given the reactants ClC1C(C(OC)=O)=CC=C2C=1C=CN2.[C:15]([C:18]1[C:19]([NH2:31])=[C:20]([C:29]#[CH:30])[C:21]([Cl:28])=[C:22]([CH:27]=1)[C:23]([O:25][CH3:26])=[O:24])(=[O:17])[CH3:16], predict the reaction product. (3) Given the reactants C([O:8][C:9]1[CH:21]=[C:20]2[C:12]([N:13]3[C:18](=[CH:19]2)[C:17](=[O:22])[NH:16][CH2:15][CH2:14]3)=[N:11][CH:10]=1)C1C=CC=CC=1, predict the reaction product. The product is: [OH:8][C:9]1[CH:21]=[C:20]2[C:12]([N:13]3[C:18](=[CH:19]2)[C:17](=[O:22])[NH:16][CH2:15][CH2:14]3)=[N:11][CH:10]=1.